From a dataset of Catalyst prediction with 721,799 reactions and 888 catalyst types from USPTO. Predict which catalyst facilitates the given reaction. Reactant: [CH:1]([C:3]1[CH:26]=[CH:25][C:6]([O:7][CH2:8][C:9]2[N:10]=[C:11]([C:15]3[CH:24]=[CH:23][C:18]([C:19]([O:21][CH3:22])=[O:20])=[CH:17][CH:16]=3)[O:12][C:13]=2[CH3:14])=[C:5]([O:27][CH3:28])[CH:4]=1)=[O:2].C(O)C.[BH4-].[Na+].O. Product: [OH:2][CH2:1][C:3]1[CH:26]=[CH:25][C:6]([O:7][CH2:8][C:9]2[N:10]=[C:11]([C:15]3[CH:24]=[CH:23][C:18]([C:19]([O:21][CH3:22])=[O:20])=[CH:17][CH:16]=3)[O:12][C:13]=2[CH3:14])=[C:5]([O:27][CH3:28])[CH:4]=1. The catalyst class is: 7.